Binary Classification. Given a miRNA mature sequence and a target amino acid sequence, predict their likelihood of interaction. From a dataset of Experimentally validated miRNA-target interactions with 360,000+ pairs, plus equal number of negative samples. (1) The miRNA is hsa-miR-4466 with sequence GGGUGCGGGCCGGCGGGG. The protein sequence of the target gene is MTLHATRGAALLSWVNSLHVADPVEAVLQLQDCSIFIKIIDRIHGTEEGQQILKQPVSERLDFVCSFLQKNRKHPSSPECLVSAQKVLEGSELELAKMTMLLLYHSTMSSKSPRDWEQFEYKIQAELAVILKFVLDHEDGLNLNEDLENFLQKAPVPSTCSSTFPEELSPPSHQAKREIRFLELQKVASSSSGNNFLSGSPASPMGDILQTPQFQMRRLKKQLADERSNRDELELELAENRKLLTEKDAQIAMMQQRIDRLALLNEKQAASPLEPKELEELRDKNESLTMRLHETLKQCQ.... Result: 1 (interaction). (2) The miRNA is hsa-miR-506-3p with sequence UAAGGCACCCUUCUGAGUAGA. The protein sequence of the target gene is MKAAVDLKPTLTIIKTEKVDLELFPSPDMECADVPLLTPSSKEMMSQALKATFSGFTKEQQRLGIPKDPRQWTETHVRDWVMWAVNEFSLKGVDFQKFCMNGAALCALGKDCFLELAPDFVGDILWEHLEILQKEDVKPYQVNGVNPAYPESRYTSDYFISYGIEHAQCVPPSEFSEPSFITESYQTLHPISSEELLSLKYENDYPSVILRDPLQTDTLQNDYFAIKQEVVTPDNMCMGRTSRGKLGGQDSFESIESYDSCDRLTQSWSSQSSFNSLQRVPSYDSFDSEDYPAALPNHKP.... Result: 1 (interaction). (3) The miRNA is hsa-miR-603 with sequence CACACACUGCAAUUACUUUUGC. The protein sequence of the target gene is MGLPEPGPLRLLALLLLLLLLLLLQLQHLAAAAADPLLGGQGPAKDCEKDQFQCRNERCIPSVWRCDEDDDCLDHSDEDDCPKKTCADSDFTCDNGHCIHERWKCDGEEECPDGSDESEATCTKQVCPAEKLSCGPTSHKCVPASWRCDGEKDCEGGADEAGCATLCAPHEFQCGNRSCLAAVFVCDGDDDCGDGSDERGCADPACGPREFRCGGDGGGACIPERWVCDRQFDCEDRSDEAAELCGRPGPGATSAPAACATASQFACRSGECVHLGWRCDGDRDCKDKSDEADCPLGTCR.... Result: 1 (interaction). (4) The miRNA is rno-miR-139-5p with sequence UCUACAGUGCACGUGUCUCCAG. The protein sequence of the target gene is MSIHIVALGNEGDTFHQDNRPSGLIRTYLGRSPLVSGDESSLLLNAASTVARPVFTEYQASAFGNVKLVVHDCPVWDIFDSDWYTSRNLIGGADIIVIKYNVNDKFSFHEVKDNYIPVIKRASNSVPVIIAAVGTRQNEELPCTCPLCTSDRGSCVTTTEGIQLAKELGATYLELHSLDDFYIGKYFGGVLEYFMIQALNQKTSEKMKKRKMTSSFHGIRPPQLEQPEKMPVLKAEASHYHSDLNNLLLCCQCVDVVFYHPEVTGVVEAHKIVLCSVSHVFMLLFNVKSPADIQDSSIIR.... Result: 0 (no interaction). (5) The miRNA is hsa-miR-6722-5p with sequence AGGCGCACCCGACCACAUGC. Result: 0 (no interaction). The protein sequence of the target gene is MSMGRSPSTTFRSRTGSHGARDLIAGHGRNSRRISQMHVNILHPQLQTMVEQWQMRERPSLETENGKGSLLLENEGVADIITMCPFGEVISVVFPWFLANVRTSLEIKLSDFKHQLFELIAPMKWGTYSVKPQDYVFRQLNNFGEIEVIFNDDQPLSKLELHGTFPMLFLYQPDGINRDKELMSDISHCLGYSLDKLEESLDEELRQFRASLWARTKKTCLTRGLEGTSHYAFPEEQYLCVGESCPKDLESKVKAAKLSYQMFWRKRKAEINGVCEKMMKIQIEFNPNETPKSLLHTFLY.... (6) The miRNA is mmu-miR-338-3p with sequence UCCAGCAUCAGUGAUUUUGUUG. The protein sequence of the target gene is MNQEDLDPDSTTDVGDVTNTEEELIRECEEMWKDMEECQNKLSLIGTETLTDSNAQLSLLIMQVKCLTAELSQWQKKTPETIPLTEDVLITLGKEEFQKLRQDLEMVLSTKESKNEKLKEDLEREQRWLDEQQQIMESLNVLHSELKNKVETFSESRIFNELKTKMLNIKEYKEKLLSTLGEFLEDHFPLPDRSVKKKKKNIQESSVNLITLHEMLEILINRLFDVPHDPYVKISDSFWPPYVELLLRNGIALRHPEDPTRIRLEAFHQ. Result: 0 (no interaction). (7) The miRNA is hsa-miR-125b-5p with sequence UCCCUGAGACCCUAACUUGUGA. The protein sequence of the target gene is MAEKRPLRTLGPVMYGKLPRLETDSGLEHSLPHSVGNQDPCTYKGSYFSCPMAGTPKAESEQLASWTPYPPLYSTGMAGPPLQADNLLTNCLFYRSPAEGPEKMQDSSPVELLPFSPQAHSYPGPPLAAPKPVYRNPLCYGLSTCLGEGAVKRPLDVDWTLATGPLLPSADPPCSLAPAPSKGQTLDGTFLRGVPAEGSSKDSSGSFSPCQPFLEKYQTIHSTGFLASRYTGPYPRNSKQAMSEGPSSPWTQLAQPLGPPCQDTGPTHYPPPHHPPPHPPQALPCPPACRHPEKQGSYSP.... Result: 1 (interaction). (8) The miRNA is mmu-miR-486a-3p with sequence CGGGGCAGCUCAGUACAGGAU. The protein sequence of the target gene is MRKSSSPSLSNCNSVLANKIFGIPLDELQQGGHPDNEVPFIVRHVVDYIEEHGGLEQQGLFQVNGNAETVEWLRQRYDSGEEVDLVKEADVPSAISLLRFFLQELPEPVIPGSLHIHLMQLSQDYNNEDEFGRKLRFLLQQLPPVNYSLLKFLCRFLANVASHHEEIWSANSLAAVFGPDVFHIYTDVEDMKEQEIVSRIMAGLLENYYEFFENEEEDFSSNDLSSITEQVNELSEEEEEDEKLEHIEELPEEGAEKSNDMPEVVQLRMTENILESNSVTATSTHISPISILPASTDILE.... Result: 0 (no interaction). (9) The miRNA is gga-miR-16-5p with sequence UAGCAGCACGUAAAUAUUGGUG. The protein sequence of the target gene is MSFRGGGRGGFNRGGGGGGFNRGGSSNHFRGGGGGGGGGNFRGGGRGGFGRGGGRGGFNKGQDQGPPERVVLLGEFLHPCEDDIVCKCTTDENKVPYFNAPVYLENKEQIGKVDEIFGQLRDFYFSVKLSENMKASSFKKLQKFYIDPYKLLPLQRFLPRPPGEKGPPRGGGRGGRGGGRGGGGRGGGRGGGFRGGRGGGGGGFRGGRGGGFRGRGH. Result: 0 (no interaction).